The task is: Predict the reaction yield, written as a fraction of the theoretical maximum amount of product (1.0 means a 100% yield; for example, 0.34 means a 34% yield).. This data is from Reaction yield outcomes from USPTO patents with 853,638 reactions. (1) The reactants are [F:1][C:2]1[CH:3]=[C:4]([O:9][C:10]2[CH:11]=[C:12]([CH:17]=[C:18]([OH:20])[CH:19]=2)[C:13]([O:15][CH3:16])=[O:14])[CH:5]=[C:6]([F:8])[CH:7]=1.[CH3:21][O:22][CH2:23][C@H:24](O)[CH3:25].C1(P(C2C=CC=CC=2)C2C=CC=CC=2)C=CC=CC=1.CC(OC(/N=N/C(OC(C)C)=O)=O)C. The catalyst is C1COCC1. The product is [F:1][C:2]1[CH:3]=[C:4]([O:9][C:10]2[CH:11]=[C:12]([CH:17]=[C:18]([O:20][C@@H:24]([CH3:25])[CH2:23][O:22][CH3:21])[CH:19]=2)[C:13]([O:15][CH3:16])=[O:14])[CH:5]=[C:6]([F:8])[CH:7]=1. The yield is 0.750. (2) The reactants are [CH2:1]1[C:9]2[C:4](=[CH:5][CH:6]=[CH:7][CH:8]=2)[CH2:3][CH:2]1[NH:10][C:11]1[N:12]=[CH:13][C:14]2[CH2:20][NH:19][CH2:18][CH2:17][C:15]=2[N:16]=1.C(N(CC)CC)C.[Cl:28][CH2:29][C:30](Cl)=[O:31].C(=O)(O)[O-].[Na+]. The catalyst is ClCCl. The product is [Cl:28][CH2:29][C:30]([N:19]1[CH2:18][CH2:17][C:15]2[N:16]=[C:11]([NH:10][CH:2]3[CH2:3][C:4]4[C:9](=[CH:8][CH:7]=[CH:6][CH:5]=4)[CH2:1]3)[N:12]=[CH:13][C:14]=2[CH2:20]1)=[O:31]. The yield is 0.690. (3) The reactants are C[O:2][C:3]([C:5]1[C:10]2[O:11][CH2:12][CH2:13][CH2:14][CH2:15][C:9]=2[CH:8]=[C:7]([Br:16])[CH:6]=1)=[O:4].[OH-].[K+]. The catalyst is CO. The product is [Br:16][C:7]1[CH:6]=[C:5]([C:3]([OH:4])=[O:2])[C:10]2[O:11][CH2:12][CH2:13][CH2:14][CH2:15][C:9]=2[CH:8]=1. The yield is 0.950. (4) The catalyst is COCCOC. The yield is 0.340. The product is [CH3:14][C:10]1[C:5]2[O:4][CH2:3][CH2:2][O:1][C:6]=2[CH:7]=[CH:8][C:9]=1[C:11]([OH:13])=[O:12]. The reactants are [O:1]1[C:6]2[CH:7]=[CH:8][C:9]([C:11]([OH:13])=[O:12])=[CH:10][C:5]=2[O:4][CH2:3][CH2:2]1.[CH:14]([Li])(CC)C.C1CCCCC1.IC. (5) The reactants are [Li+].[OH-].C[O:4][C:5](=[O:15])[C:6]1[CH:14]=[CH:13][C:9]([C:10]([NH2:12])=[O:11])=[CH:8][CH:7]=1.CO.O. The catalyst is C1COCC1. The product is [C:5]([OH:15])(=[O:4])[C:6]1[CH:14]=[CH:13][C:9]([C:10]([NH2:12])=[O:11])=[CH:8][CH:7]=1. The yield is 0.536.